From a dataset of Reaction yield outcomes from USPTO patents with 853,638 reactions. Predict the reaction yield, written as a fraction of the theoretical maximum amount of product (1.0 means a 100% yield; for example, 0.34 means a 34% yield). (1) The catalyst is CN(C=O)C. The yield is 0.830. The product is [CH3:1][O:2][C:3]([C:5]1[CH:14]=[CH:13][C:12]2[C:7](=[CH:8][CH:9]=[C:10]([O:15][CH2:16][C:17]3[CH:22]=[CH:21][CH:20]=[CH:19][CH:18]=3)[CH:11]=2)[CH:6]=1)=[O:4]. The reactants are [CH3:1][O:2][C:3]([C:5]1[CH:14]=[CH:13][C:12]2[C:7](=[CH:8][CH:9]=[C:10]([OH:15])[CH:11]=2)[CH:6]=1)=[O:4].[CH2:16](Br)[C:17]1[CH:22]=[CH:21][CH:20]=[CH:19][CH:18]=1.C(=O)([O-])[O-].[Cs+].[Cs+]. (2) The reactants are C(OC([N:8]1[C:17]2[C:12](=[CH:13][CH:14]=[C:15]([NH:18][C:19]([C:21]3[C:30](=[O:31])[C:29]4[C:24](=[CH:25][CH:26]=[CH:27][CH:28]=4)[NH:23][CH:22]=3)=[O:20])[CH:16]=2)[CH2:11][CH2:10][CH2:9]1)=O)(C)(C)C.C(O)(C(F)(F)F)=O. The catalyst is C(Cl)Cl. The product is [O:31]=[C:30]1[C:29]2[C:24](=[CH:25][CH:26]=[CH:27][CH:28]=2)[NH:23][CH:22]=[C:21]1[C:19]([NH:18][C:15]1[CH:16]=[C:17]2[C:12]([CH2:11][CH2:10][CH2:9][NH:8]2)=[CH:13][CH:14]=1)=[O:20]. The yield is 0.320. (3) The reactants are N[C:2]1[CH:12]=[CH:11][C:10]2[CH:9]3[CH2:13][CH:5]([CH2:6][N:7]([C:14](=[O:19])[C:15]([F:18])([F:17])[F:16])[CH2:8]3)[C:4]=2[CH:3]=1.N([O-])=O.[Na+].[ClH:24]. The catalyst is O.Cl[Cu]. The product is [Cl:24][C:2]1[CH:12]=[CH:11][C:10]2[CH:9]3[CH2:13][CH:5]([CH2:6][N:7]([C:14](=[O:19])[C:15]([F:18])([F:17])[F:16])[CH2:8]3)[C:4]=2[CH:3]=1. The yield is 0.950. (4) The reactants are [Cl:1][C:2]1[CH:10]=[C:9]2[C:5]([CH:6]=[C:7]([C:11]([O:13][CH2:14][CH3:15])=[O:12])[NH:8]2)=[CH:4][CH:3]=1.P(Cl)(Cl)(Cl)=O.CN(C)[CH:23]=[O:24]. No catalyst specified. The product is [Cl:1][C:2]1[CH:10]=[C:9]2[C:5]([C:6]([CH:23]=[O:24])=[C:7]([C:11]([O:13][CH2:14][CH3:15])=[O:12])[NH:8]2)=[CH:4][CH:3]=1. The yield is 0.620. (5) The reactants are C1(CN2C(=O)C(CCCN3CCN(C)CC3)=CC(C3C=CC(OC)=C(F)C=3)=N2)CC1.[F:31][C:32]1[CH:37]=[CH:36][C:35]([C:38]2[CH:39]=[C:40]([C:45]([O:47]C)=[O:46])[C:41](=[O:44])[NH:42][N:43]=2)=[CH:34][C:33]=1[CH3:49].CS(O[CH2:55][CH2:56][CH2:57][C:58]1[CH:63]=[CH:62][CH:61]=[CH:60][C:59]=1[Cl:64])(=O)=O.FC1C=C(F)C=CC=1C1C=C(COS(C)(=O)=O)C(=O)N(CC(C)C)N=1. No catalyst specified. The product is [C:45]([C:40]1[C:41](=[O:44])[N:42]([CH2:55][CH2:56][CH2:57][C:58]2[CH:63]=[CH:62][CH:61]=[CH:60][C:59]=2[Cl:64])[N:43]=[C:38]([C:35]2[CH:36]=[CH:37][C:32]([F:31])=[C:33]([CH3:49])[CH:34]=2)[CH:39]=1)([OH:47])=[O:46]. The yield is 0.768. (6) The yield is 0.253. The reactants are [F:1][C:2]1[CH:7]=[CH:6][C:5]([CH:8]([C:21]2[CH:26]=[CH:25][C:24]([F:27])=[CH:23][CH:22]=2)[CH2:9][CH2:10][NH:11][C:12](=[O:20])[C:13]2[CH:18]=[CH:17][N:16]=[C:15](Br)[CH:14]=2)=[CH:4][CH:3]=1.O.[C:29]1(B(O)O)[CH:34]=[CH:33][CH:32]=[CH:31][CH:30]=1.C(=O)([O-])[O-].[Cs+].[Cs+]. The product is [F:1][C:2]1[CH:7]=[CH:6][C:5]([CH:8]([C:21]2[CH:26]=[CH:25][C:24]([F:27])=[CH:23][CH:22]=2)[CH2:9][CH2:10][NH:11][C:12](=[O:20])[C:13]2[CH:18]=[CH:17][N:16]=[C:15]([C:29]3[CH:34]=[CH:33][CH:32]=[CH:31][CH:30]=3)[CH:14]=2)=[CH:4][CH:3]=1. The catalyst is C1COCC1. (7) The reactants are [CH2:1]([O:4][C@@:5]([CH3:10])([CH:8]=[CH2:9])[CH2:6][OH:7])[CH:2]=[CH2:3].CCN(C(C)C)C(C)C.[C:20](Cl)(=[O:27])[C:21]1[CH:26]=[CH:25][CH:24]=[CH:23][CH:22]=1. The catalyst is C(Cl)Cl.C(#N)C.CCOC(C)=O.CCCCCC. The product is [C:20]([O:7][CH2:6][C@:5]([O:4][CH2:1][CH:2]=[CH2:3])([CH3:10])[CH:8]=[CH2:9])(=[O:27])[C:21]1[CH:26]=[CH:25][CH:24]=[CH:23][CH:22]=1. The yield is 0.600.